This data is from Peptide-MHC class I binding affinity with 185,985 pairs from IEDB/IMGT. The task is: Regression. Given a peptide amino acid sequence and an MHC pseudo amino acid sequence, predict their binding affinity value. This is MHC class I binding data. (1) The peptide sequence is WQFGPSTYY. The MHC is HLA-B39:01 with pseudo-sequence HLA-B39:01. The binding affinity (normalized) is 0.0847. (2) The peptide sequence is EEMATKADY. The MHC is HLA-A30:01 with pseudo-sequence HLA-A30:01. The binding affinity (normalized) is 0.0847. (3) The peptide sequence is VMAPRTLIL. The MHC is HLA-C04:01 with pseudo-sequence HLA-C04:01. The binding affinity (normalized) is 0.213. (4) The peptide sequence is AWRHRARSVRA. The MHC is Patr-A0901 with pseudo-sequence Patr-A0901. The binding affinity (normalized) is 0.0819. (5) The peptide sequence is YEEAGRGSM. The MHC is HLA-A66:01 with pseudo-sequence HLA-A66:01. The binding affinity (normalized) is 0.213. (6) The peptide sequence is RRWIAPHPL. The MHC is HLA-B15:01 with pseudo-sequence HLA-B15:01. The binding affinity (normalized) is 0.0847. (7) The binding affinity (normalized) is 0.0847. The peptide sequence is YTSDYFISY. The MHC is HLA-A02:01 with pseudo-sequence HLA-A02:01. (8) The binding affinity (normalized) is 0.0847. The peptide sequence is LPHQPLATY. The MHC is HLA-B58:01 with pseudo-sequence HLA-B58:01.